Dataset: Full USPTO retrosynthesis dataset with 1.9M reactions from patents (1976-2016). Task: Predict the reactants needed to synthesize the given product. (1) Given the product [Si:1]([O:8][C@H:9]1[CH2:18][C:17]([CH3:20])([CH3:19])[CH2:16][C:15]2[N:14]=[C:13]([C:40]([CH3:42])=[CH2:41])[C:12]3[C@@H:22]([C:30]4[CH:35]=[CH:34][C:33]([C:36]([F:39])([F:38])[F:37])=[CH:32][CH:31]=4)[O:23][C:24]4([CH2:29][CH2:28][O:27][CH2:26][CH2:25]4)[C:11]=3[C:10]1=2)([C:4]([CH3:7])([CH3:6])[CH3:5])([CH3:3])[CH3:2], predict the reactants needed to synthesize it. The reactants are: [Si:1]([O:8][C@H:9]1[CH2:18][C:17]([CH3:20])([CH3:19])[CH2:16][C:15]2[N:14]=[C:13](Cl)[C:12]3[C@@H:22]([C:30]4[CH:35]=[CH:34][C:33]([C:36]([F:39])([F:38])[F:37])=[CH:32][CH:31]=4)[O:23][C:24]4([CH2:29][CH2:28][O:27][CH2:26][CH2:25]4)[C:11]=3[C:10]1=2)([C:4]([CH3:7])([CH3:6])[CH3:5])([CH3:3])[CH3:2].[C:40]([B-](F)(F)F)([CH3:42])=[CH2:41].[K+].C1(C)C=CC=CC=1.C(=O)([O-])[O-].[Cs+].[Cs+]. (2) Given the product [O:8]1[CH2:9][CH2:10][N:11]([C:14]2[CH:43]=[CH:42][C:17]3[NH:18][C:19]([C:21]4[C:29]5[C:24](=[CH:25][CH:26]=[C:27]([NH:30][C:31]([CH:33]6[CH2:34][CH2:35]6)=[O:32])[CH:28]=5)[NH:23][N:22]=4)=[N:20][C:16]=3[CH:15]=2)[CH2:12][CH2:13]1, predict the reactants needed to synthesize it. The reactants are: C(O)(C(F)(F)F)=O.[O:8]1[CH2:13][CH2:12][N:11]([C:14]2[CH:43]=[CH:42][C:17]3[NH:18][C:19]([C:21]4[C:29]5[C:24](=[CH:25][CH:26]=[C:27]([NH:30][C:31]([CH:33]6[CH2:35][CH2:34]6)=[O:32])[CH:28]=5)[N:23](C5CCCCO5)[N:22]=4)=[N:20][C:16]=3[CH:15]=2)[CH2:10][CH2:9]1. (3) Given the product [CH2:1]([N:8]1[C:9](=[O:29])[S:10][N:24]([C:19]2[CH:20]=[CH:21][CH:22]=[CH:23][C:18]=2[CH2:11][C:12]2[CH:13]=[CH:14][CH:15]=[CH:16][CH:17]=2)[C:25]1=[O:26])[C:2]1[CH:7]=[CH:6][CH:5]=[CH:4][CH:3]=1, predict the reactants needed to synthesize it. The reactants are: [CH2:1]([N:8]=[C:9]=[S:10])[C:2]1[CH:7]=[CH:6][CH:5]=[CH:4][CH:3]=1.[CH2:11]([C:18]1[CH:23]=[CH:22][CH:21]=[CH:20][C:19]=1[N:24]=[C:25]=[O:26])[C:12]1[CH:17]=[CH:16][CH:15]=[CH:14][CH:13]=1.C([O:29]CC)C. (4) Given the product [O:1]1[C:5]2[CH:6]=[CH:7][CH:8]=[CH:9][C:4]=2[O:3][CH:2]1[CH2:10][NH:11][S:12]([NH2:15])(=[O:14])=[O:13], predict the reactants needed to synthesize it. The reactants are: [O:1]1[C:5]2[CH:6]=[CH:7][CH:8]=[CH:9][C:4]=2[O:3][CH:2]1[CH2:10][NH2:11].[S:12](N)([NH2:15])(=[O:14])=[O:13]. (5) Given the product [CH3:33][C:2]([NH:1][C:61](=[O:62])[C:60]([F:65])([F:64])[F:59])([CH3:34])[CH2:3][NH:4][C:5](=[O:32])[C:6]1[CH:11]=[CH:10][C:9](/[CH:12]=[CH:13]/[CH:14]([C:19]2[CH:24]=[C:23]([Cl:25])[C:22]([Cl:26])=[C:21]([Cl:27])[CH:20]=2)[C:15]([F:18])([F:16])[F:17])=[CH:8][C:7]=1[C:28]([F:31])([F:30])[F:29], predict the reactants needed to synthesize it. The reactants are: [NH2:1][C:2]([CH3:34])([CH3:33])[CH2:3][NH:4][C:5](=[O:32])[C:6]1[CH:11]=[CH:10][C:9](/[CH:12]=[CH:13]/[CH:14]([C:19]2[CH:24]=[C:23]([Cl:25])[C:22]([Cl:26])=[C:21]([Cl:27])[CH:20]=2)[C:15]([F:18])([F:17])[F:16])=[CH:8][C:7]=1[C:28]([F:31])([F:30])[F:29].F[P-](F)(F)(F)(F)F.CN(C(N(C)C)=[N+]1C2C(=NC=CC=2)[N+]([O-])=N1)C.[F:59][C:60]([F:65])([F:64])[C:61](O)=[O:62].CN1CCOCC1. (6) Given the product [NH2:16][C:2]1[N:7]=[C:6]([NH:8][CH2:9][CH2:10][CH2:11][CH2:12][CH3:13])[C:5]([CH3:14])=[C:4]([CH3:15])[N:3]=1, predict the reactants needed to synthesize it. The reactants are: Cl[C:2]1[N:7]=[C:6]([NH:8][CH2:9][CH2:10][CH2:11][CH2:12][CH3:13])[C:5]([CH3:14])=[C:4]([CH3:15])[N:3]=1.[NH3:16].C(O)C.